From a dataset of Catalyst prediction with 721,799 reactions and 888 catalyst types from USPTO. Predict which catalyst facilitates the given reaction. Reactant: COP([CH2:7][C:8](=[O:16])[C:9]([F:15])([F:14])[CH2:10][CH2:11][CH2:12][CH3:13])(=O)OC.[OH-].[Na+].[C:19]([O:22][C@@H:23]1[C@H:27]([CH2:28][CH2:29][CH2:30][CH2:31][CH2:32][CH2:33][C:34]([O:36][CH3:37])=[O:35])[C@@H:26]([CH:38]=O)[C@H:25]([O:40][CH:41]2[CH2:46][CH2:45][CH2:44][CH2:43][O:42]2)[CH2:24]1)(=[O:21])[CH3:20].O. Product: [C:19]([O:22][C@@H:23]1[C@H:27]([CH2:28][CH2:29][CH2:30][CH2:31][CH2:32][CH2:33][C:34]([O:36][CH3:37])=[O:35])[C@@H:26](/[CH:38]=[CH:7]/[C:8](=[O:16])[C:9]([F:14])([F:15])[CH2:10][CH2:11][CH2:12][CH3:13])[C@H:25]([O:40][CH:41]2[CH2:46][CH2:45][CH2:44][CH2:43][O:42]2)[CH2:24]1)(=[O:21])[CH3:20]. The catalyst class is: 310.